This data is from TCR-epitope binding with 47,182 pairs between 192 epitopes and 23,139 TCRs. The task is: Binary Classification. Given a T-cell receptor sequence (or CDR3 region) and an epitope sequence, predict whether binding occurs between them. (1) The epitope is FVDGVPFVV. The TCR CDR3 sequence is CASSFDGDQPQHF. Result: 0 (the TCR does not bind to the epitope). (2) The epitope is KPLEFGATSAAL. Result: 1 (the TCR binds to the epitope). The TCR CDR3 sequence is CASSLAGEETQYF. (3) The epitope is LLWNGPMAV. The TCR CDR3 sequence is CSAPASGGGNEQFF. Result: 1 (the TCR binds to the epitope).